This data is from Forward reaction prediction with 1.9M reactions from USPTO patents (1976-2016). The task is: Predict the product of the given reaction. The product is: [Cl:1][C:2]1[CH:11]=[CH:10][CH:9]=[C:8]2[C:3]=1[CH:4]=[C:5]([CH:18]([NH2:20])[CH3:19])[C:6]([C:12]1[CH:17]=[CH:16][CH:15]=[CH:14][N:13]=1)=[N:7]2. Given the reactants [Cl:1][C:2]1[CH:11]=[CH:10][CH:9]=[C:8]2[C:3]=1[CH:4]=[C:5]([CH:18]([N:20]1C(=O)C3C(=CC=CC=3)C1=O)[CH3:19])[C:6]([C:12]1[CH:17]=[CH:16][CH:15]=[CH:14][N:13]=1)=[N:7]2.O.NN, predict the reaction product.